This data is from Forward reaction prediction with 1.9M reactions from USPTO patents (1976-2016). The task is: Predict the product of the given reaction. (1) The product is: [C:12]1([S:18]([N:21]2[C:29]3[C:24](=[CH:25][C:26]([F:30])=[CH:27][CH:28]=3)[CH:23]=[C:22]2[C:3]2([OH:10])[CH:4]=[CH:5][C:6](=[O:9])[CH:7]=[CH:8]2)(=[O:20])=[O:19])[CH:13]=[CH:14][CH:15]=[CH:16][CH:17]=1. Given the reactants CO[C:3]1([O:10]C)[CH:8]=[CH:7][C:6](=[O:9])[CH:5]=[CH:4]1.[C:12]1([S:18]([N:21]2[C:29]3[C:24](=[CH:25][C:26]([F:30])=[CH:27][CH:28]=3)[CH:23]=[CH:22]2)(=[O:20])=[O:19])[CH:17]=[CH:16][CH:15]=[CH:14][CH:13]=1, predict the reaction product. (2) Given the reactants [CH:1]1([CH2:6][CH:7]([N:11]2[C:19]3[C:14](=[CH:15][C:16]([CH3:20])=[CH:17][CH:18]=3)[C:13](=[O:21])[C:12]2=[O:22])[C:8](O)=[O:9])[CH2:5][CH2:4][CH2:3][CH2:2]1.[S:23]1[CH:27]=[CH:26][N:25]=[C:24]1[NH2:28].C(N(CC)C(C)C)(C)C.F[P-](F)(F)(F)(F)F.N1(O[P+](N(C)C)(N(C)C)N(C)C)C2C=CC=CC=2N=N1, predict the reaction product. The product is: [CH:1]1([CH2:6][CH:7]([N:11]2[C:19]3[C:14](=[CH:15][C:16]([CH3:20])=[CH:17][CH:18]=3)[C:13](=[O:21])[C:12]2=[O:22])[C:8]([NH:28][C:24]2[S:23][CH:27]=[CH:26][N:25]=2)=[O:9])[CH2:5][CH2:4][CH2:3][CH2:2]1.